Task: Predict the product of the given reaction.. Dataset: Forward reaction prediction with 1.9M reactions from USPTO patents (1976-2016) (1) Given the reactants Cl[C:2]1[C:7]([CH3:8])=[C:6]([Cl:9])[N:5]=[CH:4][C:3]=1[C:10]([N:12]1[CH2:17][CH2:16][CH:15]([C:18]2[CH:23]=[CH:22][C:21]([F:24])=[CH:20][CH:19]=2)[CH2:14][CH2:13]1)=[O:11].[F:25][C:26]1[C:32]([F:33])=[CH:31][CH:30]=[CH:29][C:27]=1[NH2:28], predict the reaction product. The product is: [Cl:9][C:6]1[N:5]=[CH:4][C:3]([C:10]([N:12]2[CH2:17][CH2:16][CH:15]([C:18]3[CH:23]=[CH:22][C:21]([F:24])=[CH:20][CH:19]=3)[CH2:14][CH2:13]2)=[O:11])=[C:2]([NH:28][C:27]2[CH:29]=[CH:30][CH:31]=[C:32]([F:33])[C:26]=2[F:25])[C:7]=1[CH3:8]. (2) Given the reactants [H-].[Al+3].[Li+].[H-].[H-].[H-].[C:7]([C@H:11]1[C:16](=O)[NH:15][CH2:14][C:13](=O)[NH:12]1)([CH3:10])([CH3:9])[CH3:8], predict the reaction product. The product is: [C:7]([C@H:11]1[CH2:16][NH:15][CH2:14][CH2:13][NH:12]1)([CH3:10])([CH3:9])[CH3:8]. (3) The product is: [C:1]([O:5][C:6](=[O:38])[C@@H:7]([CH:35]([CH3:36])[CH3:37])[N:8]([CH2:30][CH2:31][CH:32]([CH3:33])[CH3:34])[S:9]([C:12]1[CH:21]=[CH:20][C:19]2[C:14](=[CH:15][CH:16]=[C:17]([CH3:41])[CH:18]=2)[CH:13]=1)(=[O:10])=[O:11])([CH3:3])([CH3:4])[CH3:2]. Given the reactants [C:1]([O:5][C:6](=[O:38])[C@@H:7]([CH:35]([CH3:37])[CH3:36])[N:8]([CH2:30][CH2:31][CH:32]([CH3:34])[CH3:33])[S:9]([C:12]1[CH:21]=[CH:20][C:19]2[C:14](=[CH:15][CH:16]=[C:17](OS(C(F)(F)F)(=O)=O)[CH:18]=2)[CH:13]=1)(=[O:11])=[O:10])([CH3:4])([CH3:3])[CH3:2].[Cl-].[Li+].[CH3:41][Sn](C)(C)C, predict the reaction product. (4) Given the reactants Cl.[Cl:2][C:3]1[CH:4]=[C:5]([CH:11]=[CH:12][CH:13]=1)[C:6](=[NH:10])OCC.[NH3:14], predict the reaction product. The product is: [Cl:2][C:3]1[CH:4]=[C:5]([CH:11]=[CH:12][CH:13]=1)[C:6](=[NH:10])[NH2:14]. (5) Given the reactants C([O:4][CH2:5][CH2:6][C:7]1[S:8][C:9]([CH2:12][CH2:13][C:14]2[CH:19]=[CH:18][C:17]([N:20]3[CH2:25][CH2:24][N:23]([C:26](=[O:28])[CH3:27])[CH2:22][CH2:21]3)=[CH:16][N:15]=2)=[CH:10][CH:11]=1)(=O)C.[OH-].[Na+].O.Cl, predict the reaction product. The product is: [C:26]([N:23]1[CH2:24][CH2:25][N:20]([C:17]2[CH:18]=[CH:19][C:14]([CH2:13][CH2:12][C:9]3[S:8][C:7]([CH2:6][CH2:5][OH:4])=[CH:11][CH:10]=3)=[N:15][CH:16]=2)[CH2:21][CH2:22]1)(=[O:28])[CH3:27]. (6) Given the reactants [CH3:1][O:2][C:3]([C@@H:5]1[CH2:9][C@@H:8]([S:10]([CH3:13])(=[O:12])=[O:11])[CH2:7][N:6]1C(OC(C)(C)C)=O)=[O:4].[F:21][C:22]([F:27])([F:26])[C:23]([OH:25])=[O:24], predict the reaction product. The product is: [F:21][C:22]([F:27])([F:26])[C:23]([OH:25])=[O:24].[CH3:1][O:2][C:3]([C@@H:5]1[CH2:9][C@@H:8]([S:10]([CH3:13])(=[O:12])=[O:11])[CH2:7][NH:6]1)=[O:4].